This data is from Forward reaction prediction with 1.9M reactions from USPTO patents (1976-2016). The task is: Predict the product of the given reaction. The product is: [Cl:38][C:37]1[N:36]=[N:35][CH:34]=[C:33]([Cl:20])[C:32]=1[Cl:31]. Given the reactants C(OC(=O)N([C@@H]1CCN(C2C([Cl:20])=C(NCCC3C=CC=CC=3)N=NC=2)C1)C)(C)(C)C.[Cl:31][C:32]1[C:33](N2CC[C@@H](N(C)C(=O)OC(C)(C)C)C2)=[CH:34][N:35]=[N:36][C:37]=1[Cl:38].C1(CCN)C=CC=CC=1, predict the reaction product.